Dataset: Full USPTO retrosynthesis dataset with 1.9M reactions from patents (1976-2016). Task: Predict the reactants needed to synthesize the given product. (1) Given the product [NH2:26][C:6]1[CH:7]=[C:8]([CH2:12][N:13]2[CH2:17][CH2:16][C@@H:15]([NH:18][C:19]([O:21][C:22]([CH3:24])([CH3:23])[CH3:25])=[O:20])[CH2:14]2)[C:9]([Cl:11])=[CH:10][C:5]=1[C:4]([OH:27])=[O:3], predict the reactants needed to synthesize it. The reactants are: C([O:3][C:4](=[O:27])[C:5]1[CH:10]=[C:9]([Cl:11])[C:8]([CH2:12][N:13]2[CH2:17][CH2:16][C@@H:15]([NH:18][C:19]([O:21][C:22]([CH3:25])([CH3:24])[CH3:23])=[O:20])[CH2:14]2)=[CH:7][C:6]=1[NH2:26])C.NC1C(Cl)=C(C=O)C(C(F)(F)F)=CC=1C(O)=O. (2) The reactants are: [CH3:1][C:2]1[CH:11]=[C:10]2[C:5]([CH:6]=[CH:7][CH:8]=[N:9]2)=[CH:4][CH:3]=1. Given the product [CH3:1][C:2]1[CH:11]=[C:10]2[C:5]([CH2:6][CH2:7][CH2:8][NH:9]2)=[CH:4][CH:3]=1, predict the reactants needed to synthesize it. (3) Given the product [CH3:1][C:2]1[O:6][C:5]([C:7]2[CH:8]=[CH:9][C:10]([C:11]([OH:13])=[O:12])=[CH:15][CH:16]=2)=[N:4][C:3]=1[CH2:17][S:18][C:19]1[CH:20]=[CH:21][C:22]([CH3:25])=[CH:23][CH:24]=1, predict the reactants needed to synthesize it. The reactants are: [CH3:1][C:2]1[O:6][C:5]([C:7]2[CH:16]=[CH:15][C:10]([C:11]([O:13]C)=[O:12])=[CH:9][CH:8]=2)=[N:4][C:3]=1[CH2:17][S:18][C:19]1[CH:24]=[CH:23][C:22]([CH3:25])=[CH:21][CH:20]=1.